This data is from Full USPTO retrosynthesis dataset with 1.9M reactions from patents (1976-2016). The task is: Predict the reactants needed to synthesize the given product. (1) Given the product [CH3:3][C:4]1[NH:5][C:6]([C:14]2[CH:19]=[CH:18][CH:17]=[CH:16][CH:15]=2)=[C:7]([C:9]([OH:11])=[O:10])[N:8]=1, predict the reactants needed to synthesize it. The reactants are: [OH-].[K+].[CH3:3][C:4]1[NH:5][C:6]([C:14]2[CH:19]=[CH:18][CH:17]=[CH:16][CH:15]=2)=[C:7]([C:9]([O:11]CC)=[O:10])[N:8]=1. (2) Given the product [CH3:1][N:2]1[CH:6]=[C:5]([C:7]2[C:11]([CH3:12])=[C:10]([NH:13][C:14]([NH:58][CH2:57][C:49]3[CH:50]=[C:51]([CH2:54][O:55][CH3:56])[CH:52]=[CH:53][C:48]=3[C:44]3([F:43])[CH2:47][O:46][CH2:45]3)=[O:22])[N:9]([C:23]3[CH:28]=[CH:27][CH:26]=[CH:25][CH:24]=3)[N:8]=2)[CH:4]=[N:3]1, predict the reactants needed to synthesize it. The reactants are: [CH3:1][N:2]1[CH:6]=[C:5]([C:7]2[C:11]([CH3:12])=[C:10]([NH:13][C:14](=[O:22])OC3C=CC=CC=3)[N:9]([C:23]3[CH:28]=[CH:27][CH:26]=[CH:25][CH:24]=3)[N:8]=2)[CH:4]=[N:3]1.C1(C2C=CC(COC)=CC=2CN)CC1.[F:43][C:44]1([C:48]2[CH:53]=[CH:52][C:51]([CH2:54][O:55][CH3:56])=[CH:50][C:49]=2[CH2:57][NH2:58])[CH2:47][O:46][CH2:45]1. (3) Given the product [CH3:52][C:22]([CH3:21])([CH3:53])[C:23]([O:25][CH2:26][C@@H:27]([C:28]1[CH:29]=[CH:30][C:31]([C:34]([F:35])([F:37])[F:36])=[CH:32][CH:33]=1)[C@H:38]([NH:39][C:45]([O:47][C:48]([CH3:49])([CH3:50])[CH3:51])=[O:46])[CH2:42][N:7]([C:5]1[S:6][C:2]([Br:1])=[CH:3][N:4]=1)[C:8]([O:9][C:10]([CH3:11])([CH3:13])[CH3:12])=[O:14])=[O:24], predict the reactants needed to synthesize it. The reactants are: [Br:1][C:2]1[S:6][C:5]([NH:7][C:8](=[O:14])[O:9][C:10]([CH3:13])([CH3:12])[CH3:11])=[N:4][CH:3]=1.C([O-])([O-])=O.[Cs+].[Cs+].[CH3:21][C:22]([CH3:53])([CH3:52])[C:23]([O:25][CH2:26][C@H:27]([C@H:38]1[CH2:42]OS(=O)(=O)[N:39]1[C:45]([O:47][C:48]([CH3:51])([CH3:50])[CH3:49])=[O:46])[C:28]1[CH:33]=[CH:32][C:31]([C:34]([F:37])([F:36])[F:35])=[CH:30][CH:29]=1)=[O:24]. (4) Given the product [Br:1][C:2]1[CH:3]=[C:4]2[N:10]=[C:9]([C:11]3[CH:12]=[CH:13][C:14]([O:17][CH2:19][C:20]([O:22][CH2:23][CH3:24])=[O:21])=[CH:15][CH:16]=3)[NH:8][C:5]2=[N:6][CH:7]=1, predict the reactants needed to synthesize it. The reactants are: [Br:1][C:2]1[CH:3]=[C:4]2[N:10]=[C:9]([C:11]3[CH:16]=[CH:15][C:14]([OH:17])=[CH:13][CH:12]=3)[NH:8][C:5]2=[N:6][CH:7]=1.Cl[CH2:19][C:20]([O:22][CH2:23][CH3:24])=[O:21]. (5) Given the product [CH3:16][S:17][CH2:2][C:3]([C:5]1[CH:10]=[CH:9][C:8]([O:11][C:12]([F:15])([F:14])[F:13])=[CH:7][CH:6]=1)=[O:4], predict the reactants needed to synthesize it. The reactants are: Br[CH2:2][C:3]([C:5]1[CH:10]=[CH:9][C:8]([O:11][C:12]([F:15])([F:14])[F:13])=[CH:7][CH:6]=1)=[O:4].[CH3:16][S-:17].[Na+]. (6) Given the product [CH:27]1([CH2:26][C@@H:13]([C:12]([NH:11][NH:10][C:4]2[C:3]([F:33])=[C:2]([N:39]3[CH2:40][CH2:41][N:36]([CH2:34][CH3:35])[CH2:37][CH2:38]3)[N:7]=[C:6]([O:8][CH3:9])[N:5]=2)=[O:32])[CH2:14][N:15]([O:18][CH2:19][C:20]2[CH:25]=[CH:24][CH:23]=[CH:22][CH:21]=2)[CH:16]=[O:17])[CH2:31][CH2:30][CH2:29][CH2:28]1, predict the reactants needed to synthesize it. The reactants are: Cl[C:2]1[N:7]=[C:6]([O:8][CH3:9])[N:5]=[C:4]([NH:10][NH:11][C:12](=[O:32])[C@H:13]([CH2:26][CH:27]2[CH2:31][CH2:30][CH2:29][CH2:28]2)[CH2:14][N:15]([O:18][CH2:19][C:20]2[CH:25]=[CH:24][CH:23]=[CH:22][CH:21]=2)[CH:16]=[O:17])[C:3]=1[F:33].[CH2:34]([N:36]1[CH2:41][CH2:40][NH:39][CH2:38][CH2:37]1)[CH3:35].C(N(C(C)C)CC)(C)C. (7) Given the product [CH3:5][O:4][N:3]([CH3:2])[C:23](=[O:25])[CH2:22][CH:19]1[S:18][C:17]([C:14]2[NH:15][C:16]3[C:12]([CH:13]=2)=[CH:11][CH:10]=[CH:9][C:8]=3[N:7]([CH3:6])[S:26]([C:29]2[S:30][CH:31]=[CH:32][CH:33]=2)(=[O:28])=[O:27])=[N:21][CH2:20]1, predict the reactants needed to synthesize it. The reactants are: Cl.[CH3:2][NH:3][O:4][CH3:5].[CH3:6][N:7]([S:26]([C:29]1[S:30][CH:31]=[CH:32][CH:33]=1)(=[O:28])=[O:27])[C:8]1[CH:9]=[CH:10][CH:11]=[C:12]2[C:16]=1[NH:15][C:14]([C:17]1[S:18][CH:19]([CH2:22][C:23]([OH:25])=O)[CH2:20][N:21]=1)=[CH:13]2.N1(O)C2C=CC=CC=2N=N1.Cl.CN(C)CCCN=C=NCC.